Dataset: Forward reaction prediction with 1.9M reactions from USPTO patents (1976-2016). Task: Predict the product of the given reaction. (1) Given the reactants [NH2:1][C:2]1[CH:10]=[CH:9][C:8]([Cl:11])=[CH:7][C:3]=1[C:4]([OH:6])=O.Cl.[CH3:13][O:14][C:15](=[O:26])[C@@H:16]([NH2:25])[CH2:17][C:18]1[CH:23]=[CH:22][C:21](Br)=[CH:20][CH:19]=1.CN(C(ON1N=N[C:37]2[CH:38]=[CH:39][CH:40]=[CH:41][C:36]1=2)=[N+](C)C)C.F[P-](F)(F)(F)(F)F.CCN(C(C)C)C(C)C, predict the reaction product. The product is: [CH3:13][O:14][C:15](=[O:26])[C@@H:16]([NH:25][C:4](=[O:6])[C:3]1[CH:7]=[C:8]([Cl:11])[CH:9]=[CH:10][C:2]=1[NH2:1])[CH2:17][C:18]1[CH:23]=[CH:22][C:21]([C:36]2[CH:41]=[CH:40][CH:39]=[CH:38][CH:37]=2)=[CH:20][CH:19]=1. (2) The product is: [C:18]1([CH2:17][N:13]2[CH2:14][CH2:15][O:16][CH:11]([C:9]3[NH:8][C:3]4[CH2:4][CH2:5][CH2:6][CH2:7][C:2]=4[N:31]=3)[CH2:12]2)[CH:23]=[CH:22][CH:21]=[CH:20][CH:19]=1. Given the reactants O=[C:2]1[CH2:7][CH2:6][CH2:5][CH2:4][C@H:3]1[NH:8][C:9]([CH:11]1[O:16][CH2:15][CH2:14][N:13]([CH2:17][C:18]2[CH:23]=[CH:22][CH:21]=[CH:20][CH:19]=2)[CH2:12]1)=O.FC(F)(F)C([O-])=O.[NH4+:31].O, predict the reaction product. (3) Given the reactants I[C:2]1[NH:6][C:5]([C@@H:7]2[CH2:11][C@H:10]([CH3:12])[CH2:9][N:8]2[C:13]([O:15][C:16]([CH3:19])([CH3:18])[CH3:17])=[O:14])=[N:4][C:3]=1[CH3:20].CO.[Br:23][C:24]1[CH:29]=[CH:28][C:27]([C:30]2[CH:35]=[CH:34][C:33](B(O)O)=[CH:32][CH:31]=2)=[CH:26][CH:25]=1.[O-]P([O-])([O-])=O.[K+].[K+].[K+], predict the reaction product. The product is: [Br:23][C:24]1[CH:25]=[CH:26][C:27]([C:30]2[CH:35]=[CH:34][C:33]([C:2]3[NH:6][C:5]([C@@H:7]4[CH2:11][C@H:10]([CH3:12])[CH2:9][N:8]4[C:13]([O:15][C:16]([CH3:19])([CH3:18])[CH3:17])=[O:14])=[N:4][C:3]=3[CH3:20])=[CH:32][CH:31]=2)=[CH:28][CH:29]=1. (4) Given the reactants [CH2:1]([NH2:3])[CH3:2].[Cl:4][C:5]1[CH:10]=[CH:9][C:8]([C:11]2([C:15]3[C:24]4[C:19](=[CH:20][C:21]([OH:25])=[CH:22][CH:23]=4)[CH2:18][CH2:17][N:16]=3)[CH2:14][CH2:13][CH2:12]2)=[CH:7][CH:6]=1, predict the reaction product. The product is: [Cl:4][C:5]1[CH:6]=[CH:7][C:8]([C:11]2([C:15]3[C:24]4[C:19](=[CH:20][C:21]([O:25][CH2:2][CH2:1][NH2:3])=[CH:22][CH:23]=4)[CH2:18][CH2:17][N:16]=3)[CH2:14][CH2:13][CH2:12]2)=[CH:9][CH:10]=1. (5) The product is: [CH3:26][C:27]1([CH3:36])[CH2:32][O:31][CH:30]([CH2:33][CH2:34][O:25][C:19]2[CH:18]=[C:17]3[C:22]([C:13]([NH:12][C:7]4[CH:8]=[C:9]5[C:4](=[CH:5][CH:6]=4)[NH:3][C:2]([CH3:1])=[C:10]5[CH3:11])=[N:14][CH:15]=[N:16]3)=[CH:21][C:20]=2[O:23][CH3:24])[O:29][CH2:28]1. Given the reactants [CH3:1][C:2]1[NH:3][C:4]2[C:9]([C:10]=1[CH3:11])=[CH:8][C:7]([NH:12][C:13]1[C:22]3[C:17](=[CH:18][C:19]([OH:25])=[C:20]([O:23][CH3:24])[CH:21]=3)[N:16]=[CH:15][N:14]=1)=[CH:6][CH:5]=2.[CH3:26][C:27]1([CH3:36])[CH2:32][O:31][CH:30]([CH2:33][CH2:34]O)[O:29][CH2:28]1, predict the reaction product. (6) The product is: [CH:24]1([N:19]2[C:18](=[O:30])[C:17]([NH:16][C:10]([C:7]3[C:6]([CH3:13])=[C:5]([C:4]#[C:3][C:2]([CH3:1])([CH3:15])[CH3:14])[O:9][N:8]=3)=[O:12])=[C:21]([CH3:22])[N:20]2[CH3:23])[CH2:25][CH2:26][CH2:27][CH2:28][CH2:29]1. Given the reactants [CH3:1][C:2]([CH3:15])([CH3:14])[C:3]#[C:4][C:5]1[O:9][N:8]=[C:7]([C:10]([OH:12])=O)[C:6]=1[CH3:13].[NH2:16][C:17]1[C:18](=[O:30])[N:19]([CH:24]2[CH2:29][CH2:28][CH2:27][CH2:26][CH2:25]2)[N:20]([CH3:23])[C:21]=1[CH3:22].CCN(C(C)C)C(C)C.CN(C(ON1N=NC2C=CC=NC1=2)=[N+](C)C)C.F[P-](F)(F)(F)(F)F, predict the reaction product. (7) Given the reactants C(OP(O[CH2:10][C:11]1[O:15][N:14]=[C:13]([C:16]([O:18][CH2:19][CH3:20])=[O:17])[CH:12]=1)(OCC)=O)C.[CH3:21][C:22]1[CH:27]=[CH:26][C:25](B(O)O)=[CH:24][CH:23]=1.C(=O)([O-])[O-].[K+].[K+].C1(P(C2C=CC=CC=2)C2C=CC=CC=2)C=CC=CC=1, predict the reaction product. The product is: [CH3:21][C:22]1[CH:27]=[CH:26][C:25]([CH2:10][C:11]2[O:15][N:14]=[C:13]([C:16]([O:18][CH2:19][CH3:20])=[O:17])[CH:12]=2)=[CH:24][CH:23]=1. (8) The product is: [Cl:25][CH2:26][C:27]([N:15]1[CH2:16][CH2:17][CH:12]([C:10]2[O:9][N:8]=[C:7]([C:3]3[S:2][CH:6]=[CH:5][CH:4]=3)[N:11]=2)[CH2:13][CH2:14]1)=[O:28]. Given the reactants Cl.[S:2]1[CH:6]=[CH:5][CH:4]=[C:3]1[C:7]1[N:11]=[C:10]([CH:12]2[CH2:17][CH2:16][NH2+:15][CH2:14][CH2:13]2)[O:9][N:8]=1.C(N(CC)CC)C.[Cl:25][CH2:26][C:27](Cl)=[O:28], predict the reaction product.